From a dataset of Reaction yield outcomes from USPTO patents with 853,638 reactions. Predict the reaction yield, written as a fraction of the theoretical maximum amount of product (1.0 means a 100% yield; for example, 0.34 means a 34% yield). (1) The reactants are C[O:2][CH:3](OC)[CH2:4][C:5]([CH3:20])([C:14]1[CH:19]=[CH:18][CH:17]=[CH:16][CH:15]=1)[C:6]([CH:8]1[CH2:13][CH2:12][CH2:11][CH2:10][CH2:9]1)=[O:7].Cl. The catalyst is CC(C)=O. The product is [CH:8]1([C:6](=[O:7])[C:5]([CH3:20])([C:14]2[CH:15]=[CH:16][CH:17]=[CH:18][CH:19]=2)[CH2:4][CH:3]=[O:2])[CH2:13][CH2:12][CH2:11][CH2:10][CH2:9]1. The yield is 0.977. (2) The reactants are [CH2:1]([C@H:8]([NH:39][C:40](=[O:59])[C@H:41]([CH:56]([CH3:58])[CH3:57])[NH:42][C:43]([N:45]([CH2:47][C:48]1[N:49]=[C:50]([CH:53]([CH3:55])[CH3:54])[S:51][CH:52]=1)[CH3:46])=[O:44])[CH2:9][C@H:10]([O:29][CH:30](SCC(C)C)[CH:31]([CH3:33])[CH3:32])[C@@H:11]([NH:19][C:20]([O:22][CH2:23][C:24]1[S:28][CH:27]=[N:26][CH:25]=1)=[O:21])[CH2:12][C:13]1[CH:18]=[CH:17][CH:16]=[CH:15][CH:14]=1)[C:2]1[CH:7]=[CH:6][CH:5]=[CH:4][CH:3]=1.[P:60](=[O:64])([OH:63])([OH:62])[OH:61].IN1C(=O)CCC1=O.C([O-])([O-])=O.[Na+:77].[Na+].[O-]S([O-])(=S)=O.[Na+].[Na+]. The catalyst is CN(C=O)C.CO. The product is [CH2:1]([C@H:8]([NH:39][C:40](=[O:59])[C@H:41]([CH:56]([CH3:58])[CH3:57])[NH:42][C:43]([N:45]([CH2:47][C:48]1[N:49]=[C:50]([CH:53]([CH3:55])[CH3:54])[S:51][CH:52]=1)[CH3:46])=[O:44])[CH2:9][C@H:10]([O:29][CH:30]([O:64][P:60]([O-:63])([O-:62])=[O:61])[CH:31]([CH3:33])[CH3:32])[C@@H:11]([NH:19][C:20]([O:22][CH2:23][C:24]1[S:28][CH:27]=[N:26][CH:25]=1)=[O:21])[CH2:12][C:13]1[CH:14]=[CH:15][CH:16]=[CH:17][CH:18]=1)[C:2]1[CH:7]=[CH:6][CH:5]=[CH:4][CH:3]=1.[Na+:77].[Na+:77]. The yield is 0.520. (3) The reactants are [F:1][C:2]([F:23])([F:22])[C:3]1[CH:4]=[C:5]([C:9]2[N:10]=[CH:11][N:12]([CH2:14][O:15][CH2:16][CH2:17][Si:18]([CH3:21])([CH3:20])[CH3:19])[CH:13]=2)[CH:6]=[CH:7][CH:8]=1.C([Li])CCC.O1CCCC1.[C:34]([O:38][C:39]([N:41]1[CH2:46][CH2:45][C:44](=[O:47])[CH2:43][CH2:42]1)=[O:40])([CH3:37])([CH3:36])[CH3:35]. The catalyst is C(Cl)Cl. The product is [C:34]([O:38][C:39]([N:41]1[CH2:46][CH2:45][C:44]([OH:47])([C:11]2[N:12]([CH2:14][O:15][CH2:16][CH2:17][Si:18]([CH3:19])([CH3:20])[CH3:21])[CH:13]=[C:9]([C:5]3[CH:6]=[CH:7][CH:8]=[C:3]([C:2]([F:22])([F:1])[F:23])[CH:4]=3)[N:10]=2)[CH2:43][CH2:42]1)=[O:40])([CH3:37])([CH3:35])[CH3:36]. The yield is 0.793. (4) The reactants are [CH3:1][O:2][C:3](=[O:15])[C:4]1[CH:9]=[C:8](Br)[CH:7]=[C:6]([N+:11]([O-:13])=[O:12])[C:5]=1[NH2:14].[CH2:16]([Sn](CCCC)(CCCC)C=CC)[CH2:17][CH2:18]C.[F-].[K+]. The catalyst is O1CCOCC1. The product is [CH3:1][O:2][C:3](=[O:15])[C:4]1[CH:9]=[C:8]([CH:16]=[CH:17][CH3:18])[CH:7]=[C:6]([N+:11]([O-:13])=[O:12])[C:5]=1[NH2:14]. The yield is 0.770. (5) The reactants are Br[C:2]1[C:3](=[O:14])[O:4][C:5]2[C:10]([C:11]=1[CH3:12])=[CH:9][CH:8]=[C:7]([OH:13])[CH:6]=2.[O:15]1[CH2:20][CH2:19][N:18]([CH2:21][CH2:22][NH:23][C:24]([C:26]2[CH:31]=[CH:30][C:29](B(O)O)=[CH:28][CH:27]=2)=[O:25])[CH2:17][CH2:16]1. The catalyst is C(OC(O)C)C.O.CC([O-])=O.CC([O-])=O.[Pd+2].COC1C=CC=C(OC)C=1C1C=CC=CC=1P(C1CCCCC1)C1CCCCC1. The product is [OH:13][C:7]1[CH:6]=[C:5]2[C:10]([C:11]([CH3:12])=[C:2]([C:29]3[CH:30]=[CH:31][C:26]([C:24]([NH:23][CH2:22][CH2:21][N:18]4[CH2:19][CH2:20][O:15][CH2:16][CH2:17]4)=[O:25])=[CH:27][CH:28]=3)[C:3](=[O:14])[O:4]2)=[CH:9][CH:8]=1. The yield is 0.0910. (6) The reactants are Cl[C:2]1[N:7]=[C:6]([CH3:8])[N:5]=[C:4]([N:9]2[CH2:18][CH2:17][N:16]3[C@H:11]([CH2:12][O:13][CH2:14][CH2:15]3)[CH2:10]2)[C:3]=1[F:19].O.[NH2:21][NH2:22]. The catalyst is O1CCOCC1. The product is [F:19][C:3]1[C:4]([N:9]2[CH2:18][CH2:17][N:16]3[C@H:11]([CH2:12][O:13][CH2:14][CH2:15]3)[CH2:10]2)=[N:5][C:6]([CH3:8])=[N:7][C:2]=1[NH:21][NH2:22]. The yield is 0.920. (7) The reactants are Cl.[NH:2]([C:4]1[CH:17]=[CH:16][C:7]([C:8]([NH:10][CH2:11][CH2:12][CH2:13][O:14][CH3:15])=[O:9])=[CH:6][N:5]=1)[NH2:3].C([O:20][CH:21]=[C:22]([C:28](OCC)=O)[C:23]([O:25][CH2:26][CH3:27])=[O:24])C.C(=O)([O-])[O-].[K+:37].[K+]. The catalyst is O.C(O)C. The product is [CH2:26]([O:25][C:23]([C:22]1[CH:28]=[N:3][N:2]([C:4]2[CH:17]=[CH:16][C:7]([C:8](=[O:9])[NH:10][CH2:11][CH2:12][CH2:13][O:14][CH3:15])=[CH:6][N:5]=2)[C:21]=1[O-:20])=[O:24])[CH3:27].[K+:37]. The yield is 0.732. (8) The reactants are [Cl:1][C:2]1[N:7]=[CH:6][C:5]([O:8][CH2:9][CH:10]2[CH2:15][CH2:14][N:13]([CH2:16][C:17]([CH3:20])(O)[CH3:18])[CH2:12][CH2:11]2)=[CH:4][CH:3]=1.CCN(S(F)(F)[F:27])CC.C([O-])(O)=O.[Na+]. The catalyst is C(Cl)Cl. The product is [Cl:1][C:2]1[CH:3]=[CH:4][C:5]([O:8][CH2:9][CH:10]2[CH2:15][CH2:14][N:13]([CH2:16][C:17]([F:27])([CH3:20])[CH3:18])[CH2:12][CH2:11]2)=[CH:6][N:7]=1. The yield is 0.920.